From a dataset of Catalyst prediction with 721,799 reactions and 888 catalyst types from USPTO. Predict which catalyst facilitates the given reaction. (1) Reactant: I[C:2]([C:12]1[CH:17]=[CH:16][CH:15]=[CH:14][CH:13]=1)=[C:3]([N+:9]([O-:11])=[O:10])[C:4]([O:6][CH2:7][CH3:8])=[O:5].[O:18]1[CH2:23][CH2:22][N:21]([C:24]2[CH:25]=[C:26]([CH:28]=[CH:29][CH:30]=2)[NH2:27])[CH2:20][CH2:19]1.C(N(CC)CC)C. Product: [O:18]1[CH2:19][CH2:20][N:21]([C:24]2[CH:25]=[C:26]([NH:27][C:2]([C:12]3[CH:17]=[CH:16][CH:15]=[CH:14][CH:13]=3)=[C:3]([N+:9]([O-:11])=[O:10])[C:4]([O:6][CH2:7][CH3:8])=[O:5])[CH:28]=[CH:29][CH:30]=2)[CH2:22][CH2:23]1. The catalyst class is: 10. (2) Reactant: [F:1][C:2]([F:18])([C:11]1[CH:12]=[N:13][C:14]([CH3:17])=[CH:15][CH:16]=1)[CH2:3][N:4]1[CH2:9][CH2:8][CH:7]([NH2:10])[CH2:6][CH2:5]1.Cl[C:20]1[C:21]2[CH:28]=[CH:27][NH:26][C:22]=2[N:23]=[CH:24][N:25]=1.CCN(C(C)C)C(C)C. Product: [F:18][C:2]([F:1])([C:11]1[CH:12]=[N:13][C:14]([CH3:17])=[CH:15][CH:16]=1)[CH2:3][N:4]1[CH2:5][CH2:6][CH:7]([NH:10][C:20]2[C:21]3[CH:28]=[CH:27][NH:26][C:22]=3[N:23]=[CH:24][N:25]=2)[CH2:8][CH2:9]1. The catalyst class is: 51. (3) Reactant: [C:1]([O:5][C:6]([N:8]1[CH2:13][CH2:12][O:11][C@H:10]([C:14]2[CH:19]=[CH:18][C:17]([NH2:20])=[C:16]([F:21])[CH:15]=2)[CH2:9]1)=[O:7])([CH3:4])([CH3:3])[CH3:2].CN1CCOCC1.CN(C(ON1N=NC2C=CC=CC1=2)=[N+](C)C)C.[B-](F)(F)(F)F.[F:51][C:52]1[CH:60]=[C:59]2[C:55]([C:56]([C:61](O)=[O:62])=[N:57][NH:58]2)=[CH:54][CH:53]=1. Product: [C:1]([O:5][C:6]([N:8]1[CH2:13][CH2:12][O:11][C@H:10]([C:14]2[CH:19]=[CH:18][C:17]([NH:20][C:61]([C:56]3[C:55]4[C:59](=[CH:60][C:52]([F:51])=[CH:53][CH:54]=4)[NH:58][N:57]=3)=[O:62])=[C:16]([F:21])[CH:15]=2)[CH2:9]1)=[O:7])([CH3:4])([CH3:2])[CH3:3]. The catalyst class is: 118. (4) Reactant: [F:1][C:2]1[CH:7]=[CH:6][C:5]([NH:8][C:9]([N:11]2[CH2:15][CH2:14][CH2:13][CH2:12]2)=[O:10])=[CH:4][C:3]=1[C:16]1[N:17]=[C:18]2[N:23]=[CH:22][C:21]([NH:24][C:25]([NH:27][NH2:28])=[O:26])=[CH:20][N:19]2[CH:29]=1.[C:30](O)(=O)C.C(N)=N.C(O)(=O)C. Product: [F:1][C:2]1[CH:7]=[CH:6][C:5]([NH:8][C:9]([N:11]2[CH2:12][CH2:13][CH2:14][CH2:15]2)=[O:10])=[CH:4][C:3]=1[C:16]1[N:17]=[C:18]2[N:23]=[CH:22][C:21]([N:24]3[C:25](=[O:26])[NH:27][N:28]=[CH:30]3)=[CH:20][N:19]2[CH:29]=1. The catalyst class is: 3. (5) Reactant: [Cl:1][CH2:2][C:3](Cl)=[O:4].[OH:6][C:7]1[C:20]2[C:19](=[O:21])[C:18]3[C:13](=[CH:14][CH:15]=[CH:16][C:17]=3[OH:22])[C:12](=[O:23])[C:11]=2[CH:10]=[C:9]([NH2:24])[CH:8]=1.C(Cl)Cl.CO. Product: [OH:6][C:7]1[C:20]2[C:19](=[O:21])[C:18]3[C:13](=[CH:14][CH:15]=[CH:16][C:17]=3[OH:22])[C:12](=[O:23])[C:11]=2[CH:10]=[C:9]([NH:24][C:3](=[O:4])[CH2:2][Cl:1])[CH:8]=1. The catalyst class is: 38. (6) Reactant: [CH2:1]([N:8]1[CH:13]([C:14]2[CH:19]=[CH:18][CH:17]=[CH:16][CH:15]=2)[CH2:12][C:11]([CH3:21])([CH3:20])[N:10]2[N:22]=[CH:23][C:24]([S:25]([CH2:28][C:29]3[CH:34]=[CH:33][C:32]([CH3:35])=[CH:31][CH:30]=3)(=[O:27])=[O:26])=[C:9]12)[C:2]1[CH:7]=[CH:6][CH:5]=[CH:4][CH:3]=1.[CH2:36]([Li])CCC.IC. Product: [CH2:1]([N:8]1[CH:13]([C:14]2[CH:15]=[CH:16][CH:17]=[CH:18][CH:19]=2)[CH2:12][C:11]([CH3:21])([CH3:20])[N:10]2[N:22]=[CH:23][C:24]([S:25]([CH:28]([C:29]3[CH:34]=[CH:33][C:32]([CH3:35])=[CH:31][CH:30]=3)[CH3:36])(=[O:27])=[O:26])=[C:9]12)[C:2]1[CH:7]=[CH:6][CH:5]=[CH:4][CH:3]=1. The catalyst class is: 1. (7) The catalyst class is: 6. Reactant: FC(F)(F)S([O-])(=O)=O.[C:9]1([S+:15]([C:23]2[CH:28]=[CH:27][CH:26]=[CH:25][CH:24]=2)[C:16]2[CH:21]=[CH:20][C:19]([OH:22])=[CH:18][CH:17]=2)[CH:14]=[CH:13][CH:12]=[CH:11][CH:10]=1.[Na].[F:30][C:31]([F:46])([S:42]([OH:45])(=[O:44])=[O:43])[CH2:32][O:33][C:34](=[O:41])[C:35]1[CH:40]=[CH:39][CH:38]=[CH:37][CH:36]=1. Product: [C:9]1([S+:15]([C:23]2[CH:28]=[CH:27][CH:26]=[CH:25][CH:24]=2)[C:16]2[CH:21]=[CH:20][C:19]([OH:22])=[CH:18][CH:17]=2)[CH:14]=[CH:13][CH:12]=[CH:11][CH:10]=1.[F:46][C:31]([F:30])([S:42]([OH:45])(=[O:44])=[O:43])[CH2:32][O:33][C:34](=[O:41])[C:35]1[CH:40]=[CH:39][CH:38]=[CH:37][CH:36]=1. (8) Reactant: [NH2:1][C:2]1[CH:10]=[CH:9][C:5]([C:6]([OH:8])=[O:7])=[CH:4][C:3]=1[N+:11]([O-:13])=[O:12].Cl.[CH2:15](O)[CH3:16]. Product: [CH2:15]([O:7][C:6](=[O:8])[C:5]1[CH:9]=[CH:10][C:2]([NH2:1])=[C:3]([N+:11]([O-:13])=[O:12])[CH:4]=1)[CH3:16]. The catalyst class is: 28. (9) Reactant: [C:1]([C:3]1[CH:4]=[CH:5][CH:6]=[C:7]2[C:11]=1[NH:10][C:9]([C:12]([NH2:14])=[O:13])=[C:8]2[S:15]([N:18]1[CH2:23][CH2:22][O:21][CH2:20][CH2:19]1)(=[O:17])=[O:16])#[N:2]. Product: [NH2:2][CH2:1][C:3]1[CH:4]=[CH:5][CH:6]=[C:7]2[C:11]=1[NH:10][C:9]([C:12]([NH2:14])=[O:13])=[C:8]2[S:15]([N:18]1[CH2:19][CH2:20][O:21][CH2:22][CH2:23]1)(=[O:17])=[O:16]. The catalyst class is: 5.